From a dataset of Catalyst prediction with 721,799 reactions and 888 catalyst types from USPTO. Predict which catalyst facilitates the given reaction. (1) Reactant: [C:1](N1C=CN=C1)(N1C=CN=C1)=[O:2].C(O)=O.[CH2:16]([O:23][NH:24][CH2:25][C@@H:26]([O:57][CH2:58][C:59]1[CH:64]=[CH:63][CH:62]=[CH:61][CH:60]=1)[C@@H:27]([O:49][CH2:50][C:51]1[CH:56]=[CH:55][CH:54]=[CH:53][CH:52]=1)[C@H:28]([O:41][CH2:42][C:43]1[CH:48]=[CH:47][CH:46]=[CH:45][CH:44]=1)[CH2:29][O:30][Si:31]([CH:38]([CH3:40])[CH3:39])([CH:35]([CH3:37])[CH3:36])[CH:32]([CH3:34])[CH3:33])[C:17]1[CH:22]=[CH:21][CH:20]=[CH:19][CH:18]=1. Product: [CH2:16]([O:23][N:24]([CH2:25][C@@H:26]([O:57][CH2:58][C:59]1[CH:64]=[CH:63][CH:62]=[CH:61][CH:60]=1)[C@@H:27]([O:49][CH2:50][C:51]1[CH:52]=[CH:53][CH:54]=[CH:55][CH:56]=1)[C@H:28]([O:41][CH2:42][C:43]1[CH:48]=[CH:47][CH:46]=[CH:45][CH:44]=1)[CH2:29][O:30][Si:31]([CH:32]([CH3:34])[CH3:33])([CH:38]([CH3:40])[CH3:39])[CH:35]([CH3:37])[CH3:36])[CH:1]=[O:2])[C:17]1[CH:22]=[CH:21][CH:20]=[CH:19][CH:18]=1. The catalyst class is: 20. (2) Reactant: [NH2:1][CH2:2][CH2:3][O:4][C:5]1[CH:13]=[C:12]2[C:8]([CH2:9][CH:10]([NH:21][C:22](=[O:26])[O:23][CH2:24][CH3:25])[CH:11]2[CH2:14][C:15]2[CH:20]=[CH:19][CH:18]=[CH:17][CH:16]=2)=[CH:7][CH:6]=1.[CH3:27][N:28]1[CH:32]=[CH:31][N:30]=[C:29]1[S:33](Cl)(=[O:35])=[O:34]. Product: [CH2:14]([CH:11]1[C:12]2[C:8](=[CH:7][CH:6]=[C:5]([O:4][CH2:3][CH2:2][NH:1][S:33]([C:29]3[N:28]([CH3:27])[CH:32]=[CH:31][N:30]=3)(=[O:35])=[O:34])[CH:13]=2)[CH2:9][CH:10]1[NH:21][C:22](=[O:26])[O:23][CH2:24][CH3:25])[C:15]1[CH:16]=[CH:17][CH:18]=[CH:19][CH:20]=1. The catalyst class is: 112.